The task is: Predict the reactants needed to synthesize the given product.. This data is from Retrosynthesis with 50K atom-mapped reactions and 10 reaction types from USPTO. Given the product CCOCCNC(=O)c1c(Cl)cccc1[Si](C)(C)C, predict the reactants needed to synthesize it. The reactants are: CCOCCN.C[Si](C)(C)c1cccc(Cl)c1C(=O)Cl.